Dataset: Forward reaction prediction with 1.9M reactions from USPTO patents (1976-2016). Task: Predict the product of the given reaction. Given the reactants [CH3:1][N:2]([CH3:7])[CH2:3][CH2:4][NH:5][CH3:6].[Cl:8][C:9]1[C:10]([C:28]2[C:36]3[C:31](=[CH:32][CH:33]=[CH:34][CH:35]=3)[NH:30][CH:29]=2)=[N:11][C:12]([NH:15][C:16]2[CH:21]=[C:20]([N+:22]([O-:24])=[O:23])[C:19](F)=[CH:18][C:17]=2[O:26][CH3:27])=[N:13][CH:14]=1.CCN(C(C)C)C(C)C, predict the reaction product. The product is: [Cl:8][C:9]1[C:10]([C:28]2[C:36]3[C:31](=[CH:32][CH:33]=[CH:34][CH:35]=3)[NH:30][CH:29]=2)=[N:11][C:12]([NH:15][C:16]2[CH:21]=[C:20]([N+:22]([O-:24])=[O:23])[C:19]([N:5]([CH2:4][CH2:3][N:2]([CH3:7])[CH3:1])[CH3:6])=[CH:18][C:17]=2[O:26][CH3:27])=[N:13][CH:14]=1.